Dataset: Reaction yield outcomes from USPTO patents with 853,638 reactions. Task: Predict the reaction yield, written as a fraction of the theoretical maximum amount of product (1.0 means a 100% yield; for example, 0.34 means a 34% yield). The reactants are Cl[C:2]1[C:3](=[O:15])[N:4]([C:8]2[CH:13]=[CH:12][C:11]([F:14])=[CH:10][CH:9]=2)[CH:5]=[CH:6][N:7]=1.[O:16]([CH2:23][C:24]([NH2:26])=[O:25])[C:17]1[CH:22]=[CH:21][CH:20]=[CH:19][CH:18]=1.C1(P(C2C=CC=CC=2)C2C3OC4C(=CC=CC=4P(C4C=CC=CC=4)C4C=CC=CC=4)C(C)(C)C=3C=CC=2)C=CC=CC=1.C([O-])([O-])=O.[Cs+].[Cs+]. The catalyst is O1CCOCC1.C([O-])(=O)C.[Pd+2].C([O-])(=O)C.C(Cl)Cl. The product is [F:14][C:11]1[CH:12]=[CH:13][C:8]([N:4]2[CH:5]=[CH:6][N:7]=[C:2]([NH:26][C:24](=[O:25])[CH2:23][O:16][C:17]3[CH:18]=[CH:19][CH:20]=[CH:21][CH:22]=3)[C:3]2=[O:15])=[CH:9][CH:10]=1. The yield is 0.840.